This data is from Reaction yield outcomes from USPTO patents with 853,638 reactions. The task is: Predict the reaction yield, written as a fraction of the theoretical maximum amount of product (1.0 means a 100% yield; for example, 0.34 means a 34% yield). (1) The reactants are [CH2:1]([SH:11])[CH2:2][CH2:3][CH2:4][CH2:5][CH2:6][CH2:7][CH2:8][CH:9]=[CH2:10].B1C2CCCC1CCC2.Br[C:22]1[CH:27]=[CH:26][C:25]([C:28]2[CH:33]=[CH:32][C:31]([N:34]([C:60]3[CH:72]=[CH:71][C:70]4[C:69]5[C:64](=[CH:65][CH:66]=[CH:67][CH:68]=5)[C:63]([CH3:74])([CH3:73])[C:62]=4[CH:61]=3)[C:35]3[CH:40]=[CH:39][C:38]([C:41]4[CH:42]=[CH:43][C:44]5[N:45]([C:54]6[CH:59]=[CH:58][CH:57]=[CH:56][CH:55]=6)[C:46]6[C:51]([C:52]=5[CH:53]=4)=[CH:50][CH:49]=[CH:48][CH:47]=6)=[CH:37][CH:36]=3)=[CH:30][CH:29]=2)=[CH:24][CH:23]=1.[OH-].[Na+]. The catalyst is C1(C)C=CC=CC=1. The product is [CH3:73][C:63]1([CH3:74])[C:62]2[CH:61]=[C:60]([N:34]([C:35]3[CH:40]=[CH:39][C:38]([C:41]4[CH:42]=[CH:43][C:44]5[N:45]([C:54]6[CH:59]=[CH:58][CH:57]=[CH:56][CH:55]=6)[C:46]6[C:51]([C:52]=5[CH:53]=4)=[CH:50][CH:49]=[CH:48][CH:47]=6)=[CH:37][CH:36]=3)[C:31]3[CH:30]=[CH:29][C:28]([C:25]4[CH:24]=[CH:23][C:22]([CH2:10][CH2:9][CH2:8][CH2:7][CH2:6][CH2:5][CH2:4][CH2:3][CH2:2][CH2:1][SH:11])=[CH:27][CH:26]=4)=[CH:33][CH:32]=3)[CH:72]=[CH:71][C:70]=2[C:69]2[C:64]1=[CH:65][CH:66]=[CH:67][CH:68]=2. The yield is 0.930. (2) The reactants are [NH2:1][C:2]1[CH:9]=[CH:8][CH:7]=[C:6]([O:10][CH2:11][CH2:12][CH2:13][CH2:14][CH2:15][O:16][Si](C(C)(C)C)(C)C)[C:3]=1[C:4]#[N:5].[S:24](Cl)(=[O:27])(=[O:26])[NH2:25]. No catalyst specified. The product is [S:24](=[O:27])(=[O:26])([O:16][CH2:15][CH2:14][CH2:13][CH2:12][CH2:11][O:10][C:6]1[CH:7]=[CH:8][CH:9]=[C:2]([NH:1][S:24](=[O:27])(=[O:26])[NH2:25])[C:3]=1[C:4]#[N:5])[NH2:25]. The yield is 0.260. (3) The reactants are [F:1][C:2]1[CH:3]=[C:4]([C:9]2[C:17]3[C:12](=[CH:13][CH:14]=[C:15]([O:18][CH2:19][CH2:20][N:21]4[CH2:26][CH2:25]O[CH2:23][CH2:22]4)[CH:16]=3)[C:11](=[O:27])[C:10]=2[C:28]2[CH:29]=[N:30][CH:31]=[CH:32][CH:33]=2)[CH:5]=[C:6]([F:8])[CH:7]=1.C([O-])([O-])=O.[K+].[K+].[CH3:40][S:41]([N:44]1CCN(CCOS(C)(=O)=O)CC1)(=[O:43])=[O:42]. The catalyst is CN(C=O)C.O. The product is [F:8][C:6]1[CH:5]=[C:4]([C:9]2[C:17]3[C:12](=[CH:13][CH:14]=[C:15]([O:18][CH2:19][CH2:20][N:21]4[CH2:26][CH2:25][N:44]([S:41]([CH3:40])(=[O:43])=[O:42])[CH2:23][CH2:22]4)[CH:16]=3)[C:11](=[O:27])[C:10]=2[C:28]2[CH:29]=[N:30][CH:31]=[CH:32][CH:33]=2)[CH:3]=[C:2]([F:1])[CH:7]=1. The yield is 0.690. (4) The reactants are Br[C:2]1[CH:12]=[CH:11][C:5]([C:6]([O:8][CH2:9][CH3:10])=[O:7])=[CH:4][CH:3]=1.[F:13][C:14]([F:25])([F:24])[C:15]1[CH:20]=[CH:19][C:18](B(O)O)=[CH:17][CH:16]=1.C(=O)([O-])[O-].[Na+].[Na+]. The catalyst is COCCOC.O.Cl[Pd](Cl)([P](C1C=CC=CC=1)(C1C=CC=CC=1)C1C=CC=CC=1)[P](C1C=CC=CC=1)(C1C=CC=CC=1)C1C=CC=CC=1. The product is [F:13][C:14]([F:25])([F:24])[C:15]1[CH:20]=[CH:19][C:18]([C:2]2[CH:12]=[CH:11][C:5]([C:6]([O:8][CH2:9][CH3:10])=[O:7])=[CH:4][CH:3]=2)=[CH:17][CH:16]=1. The yield is 0.700.